Dataset: Experimentally validated miRNA-target interactions with 360,000+ pairs, plus equal number of negative samples. Task: Binary Classification. Given a miRNA mature sequence and a target amino acid sequence, predict their likelihood of interaction. (1) The miRNA is hsa-miR-3918 with sequence ACAGGGCCGCAGAUGGAGACU. The protein sequence of the target gene is MRLAAAANEAYTAPLAVSGLLGCKQCGGGRDQDEELGIRIPRPLGQGPSRFIPEKEILQVGSEDAQMHALFADSFAALGRLDNITLVMVFHPQYLESFLKTQHYLLQMDGPLPLHYRHYIGIMAAARHQCSYLVNLHVNDFLHVGGDPKWLNGLENAPQKLQNLGELNKVLAHRPWLITKEHIEGLLKAEEHSWSLAELVHAVVLLTHYHSLASFTFGCGISPEIHCDGGHTFRPPSVSNYCICDITNGNHSVDEMPVNSAENVSVSDSFFEVEALMEKMRQLQECRDEEEASQEEMASR.... Result: 0 (no interaction). (2) The miRNA is mmu-miR-20a-5p with sequence UAAAGUGCUUAUAGUGCAGGUAG. The protein sequence of the target gene is MIPGNRMLMVVLLCQVLLGGASHASLIPETGKKKVAEIQGHAGGRRSGQSHELLRDFEATLLQMFGLRRRPQPSKSAVIPDYMRDLYRLQSGEEEEEEQSQGTGLEYPERPASRANTVRSFHHEEHLENIPGTSESSAFRFLFNLSSIPENEVISSAELRLFREQVDQGPDWEQGFHRINIYEVMKPPAEMVPGHLITRLLDTRLVHHNVTRWETFDVSPAVLRWTREKQPNYGLAIEVTHLHQTRTHQGQHVRISRSLPQGSGDWAQLRPLLVTFGHDGRGHTLTRRRAKRSPKHHPQR.... Result: 1 (interaction). (3) The miRNA is mmu-miR-3105-3p with sequence ACUGCUUAUGAGCUUGCACUCC. The protein sequence of the target gene is MVSSVLEVSHVFCCPNRVRGALSWNTGPGGLLAFGTSCSVVLYDPQKKVVITNLNGHTARVNCLQWIRTEDGSPSNELVSGGSDNRVIHWELENNQVLKSVRLQGHEGPVCAVHAIYQSGPSEGEQHALIASAASDSTVRIWSKKGSEVKYLQTLSFRDGFVLSVCLAILPGTNVPVLACGDDDCRIHLYIQQDDQFQKALSLCGHEDWIRGVEWATFGRDLFLASCSQDCLIRIWRLYMKPASFETKDGSLRLKENTFTIKDGGVRTTVAVTLETVLAGHENWVNAVHWQPSFYKDGVL.... Result: 0 (no interaction). (4) The miRNA is hsa-miR-6512-5p with sequence UACCAUUAGAAGAGCUGGAAGA. The protein sequence of the target gene is MASGRDERPPWRLGRLLLLMCLLLLGSSARAAHIKKAEATTTTTSAGAEAAEGQFDRYYHEEELESALREAAAAGLPGLARLFSIGRSVEGRPLWVLRLTAGLGSLIPEGDAGPDAAGPDAAGPLLPGRPQVKLVGNMHGDETVSRQVLIYLARELAAGYRRGDPRLVRLLNTTDVYLLPSLNPDGFERAREGDCGFGDGGPSGASGRDNSRGRDLNRSFPDQFSTGEPPALDEVPEVRALIEWIRRNKFVLSGNLHGGSVVASYPFDDSPEHKATGIYSKTSDDEVFKYLAKAYASNHP.... Result: 0 (no interaction). (5) The miRNA is hsa-miR-1228-5p with sequence GUGGGCGGGGGCAGGUGUGUG. The protein sequence of the target gene is MAGSQDIFDAIVMADERFHGEGYREGYEEGSSLGVMEGRQHGTLHGAKIGSEIGCYQGFAFAWKCLLHSCTTEKDSRKMKVLESLIGMIQKFPYDDPTYDKLHEDLDKIRGKFKQFCSLLNVQPDFKISAEGSGLSF. Result: 0 (no interaction).